Dataset: Reaction yield outcomes from USPTO patents with 853,638 reactions. Task: Predict the reaction yield, written as a fraction of the theoretical maximum amount of product (1.0 means a 100% yield; for example, 0.34 means a 34% yield). (1) The reactants are [CH3:1][O:2][C:3]([C:5]1[CH:6]=[C:7]([N+:22]([O-])=O)[C:8]([N:11]2[CH2:16][CH2:15][S:14][CH2:13][CH:12]2[C:17](OCC)=[O:18])=[N:9][CH:10]=1)=[O:4].P(OC1C=CC=CC=1)(OC1C=CC=CC=1)OC1C=CC=CC=1.[H][H]. The catalyst is ClCCl.[NH4+].[O-][V](=O)=O.[Pt]. The product is [O:18]=[C:17]1[NH:22][C:7]2[CH:6]=[C:5]([C:3]([O:2][CH3:1])=[O:4])[CH:10]=[N:9][C:8]=2[N:11]2[CH2:16][CH2:15][S:14][CH2:13][CH:12]12. The yield is 0.960. (2) The reactants are O.[CH3:2][C:3]1[CH:4]=[C:5]([OH:10])[CH:6]=[C:7]([CH:9]=1)[OH:8].C(O)(=O)[CH:12]([CH2:14][C:15](O)=O)[OH:13].S(=O)(O)[O-].[Na+].C(=O)=O. The catalyst is S(=O)(=O)(O)O. The product is [OH:8][C:7]1[CH:6]=[C:5]2[C:4]([CH:15]=[CH:14][C:12](=[O:13])[O:10]2)=[C:3]([CH3:2])[CH:9]=1. The yield is 0.620. (3) The reactants are C([N:4]([CH:7](C)C)CC)(C)C.[N:10]1[CH:15]=[CH:14][N:13]=[CH:12][C:11]=1C(O)=O.P(N=[N+]=[N-])(=O)(OC1C=CC=CC=1)[O:20]C1C=CC=CC=1.[CH3:38][C@@H:39]1[O:44][C@@H:43]([CH3:45])[CH2:42][N:41]([C:46]2[CH:47]=[CH:48][C:49]3[N:55]4[CH2:56][C@H:52]([CH2:53][CH2:54]4)[NH:51][C:50]=3[N:57]=2)[CH2:40]1. The catalyst is O1CCCC1. The product is [CH3:45][C@H:43]1[CH2:42][N:41]([C:46]2[CH:47]=[CH:48][C:49]3[N:55]4[CH2:56][C@H:52]([CH2:53][CH2:54]4)[N:51]([C:7]([NH:4][C:11]4[CH:12]=[N:13][CH:14]=[CH:15][N:10]=4)=[O:20])[C:50]=3[N:57]=2)[CH2:40][C@H:39]([CH3:38])[O:44]1. The yield is 0.198. (4) The reactants are [NH2:1][C:2]1[C:7]([NH:8][S:9]([CH3:12])(=[O:11])=[O:10])=[CH:6][C:5]([Br:13])=[CH:4][N:3]=1.[C:14](=O)([O-])[O-].[K+].[K+].CC(C)=O.CI. No catalyst specified. The product is [NH2:1][C:2]1[C:7]([N:8]([CH3:14])[S:9]([CH3:12])(=[O:11])=[O:10])=[CH:6][C:5]([Br:13])=[CH:4][N:3]=1. The yield is 0.440. (5) The reactants are Cl.C(N=C=NCCCN(C)C)C.[Cl:13][C:14]1[C:15]([O:24][C:25]2[CH:30]=[C:29]([O:31][CH2:32][C:33](=[O:35])[CH3:34])[CH:28]=[CH:27][C:26]=2/[CH:36]=[CH:37]/[C:38]([OH:40])=O)=[N:16][CH:17]=[C:18]([C:20]([F:23])([F:22])[F:21])[CH:19]=1.[CH2:41]([S:46]([NH2:49])(=[O:48])=[O:47])[CH2:42][CH2:43][CH2:44][CH3:45].Cl. The catalyst is CN(C)C1C=CN=CC=1.C(#N)C. The product is [Cl:13][C:14]1[C:15]([O:24][C:25]2[CH:30]=[C:29]([O:31][CH2:32][C:33](=[O:35])[CH3:34])[CH:28]=[CH:27][C:26]=2/[CH:36]=[CH:37]/[C:38]([NH:49][S:46]([CH2:41][CH2:42][CH2:43][CH2:44][CH3:45])(=[O:48])=[O:47])=[O:40])=[N:16][CH:17]=[C:18]([C:20]([F:23])([F:22])[F:21])[CH:19]=1. The yield is 0.300.